Predict the reaction yield, written as a fraction of the theoretical maximum amount of product (1.0 means a 100% yield; for example, 0.34 means a 34% yield). From a dataset of Reaction yield outcomes from USPTO patents with 853,638 reactions. The reactants are [C:1]([C:3]1[CH:4]=[CH:5][C:6]([CH3:9])=[N:7][CH:8]=1)#[CH:2].C1(C)C=CC=CC=1.S(=O)(=O)(O)[OH:18]. No catalyst specified. The product is [CH3:9][C:6]1[N:7]=[CH:8][C:3]([C:1](=[O:18])[CH3:2])=[CH:4][CH:5]=1. The yield is 0.910.